Dataset: Full USPTO retrosynthesis dataset with 1.9M reactions from patents (1976-2016). Task: Predict the reactants needed to synthesize the given product. (1) Given the product [C:30]([C:29]1[CH:32]=[CH:33][C:26]([NH:25][C:12]2[N:11]=[C:10]([N:9]=[CH:3][N:4]([CH3:6])[CH3:5])[CH:15]=[C:14]([CH2:16][C:17]3[C:22]([Cl:23])=[CH:21][CH:20]=[CH:19][C:18]=3[Cl:24])[N:13]=2)=[CH:27][CH:28]=1)#[N:31], predict the reactants needed to synthesize it. The reactants are: CO[CH:3](OC)[N:4]([CH3:6])[CH3:5].[NH2:9][C:10]1[CH:15]=[C:14]([CH2:16][C:17]2[C:22]([Cl:23])=[CH:21][CH:20]=[CH:19][C:18]=2[Cl:24])[N:13]=[C:12]([NH:25][C:26]2[CH:33]=[CH:32][C:29]([C:30]#[N:31])=[CH:28][CH:27]=2)[N:11]=1. (2) Given the product [Cl:13][C:10]1[C:9]2[C:4](=[CH:5][C:6]([F:15])=[CH:7][C:8]=2[F:14])[N:3]=[C:2]([C:20]2[CH:21]=[CH:22][CH:23]=[C:18]([O:17][CH3:16])[N:19]=2)[C:11]=1[CH3:12], predict the reactants needed to synthesize it. The reactants are: Cl[C:2]1[C:11]([CH3:12])=[C:10]([Cl:13])[C:9]2[C:4](=[CH:5][C:6]([F:15])=[CH:7][C:8]=2[F:14])[N:3]=1.[CH3:16][O:17][C:18]1[CH:23]=[CH:22][CH:21]=[C:20]([Sn](CCCC)(CCCC)CCCC)[N:19]=1.